Predict the product of the given reaction. From a dataset of Forward reaction prediction with 1.9M reactions from USPTO patents (1976-2016). (1) Given the reactants [CH3:1][O:2][C:3]1[C:4]([CH3:34])=[C:5]([C:25]([O:32][CH3:33])=[C:26]([O:30][CH3:31])[C:27]=1[O:28][CH3:29])[CH2:6][C:7]1[CH:8]=[CH:9][C:10](OS(C(F)(F)F)(=O)=O)=[C:11]([CH:16]=1)[C:12]([O:14][CH3:15])=[O:13].C(=O)([O-])[O-].[Na+].[Na+].[Cl-].[Li+].[CH3:43][O:44][C:45]1[CH:50]=[CH:49][C:48](B(O)O)=[CH:47][CH:46]=1, predict the reaction product. The product is: [CH3:1][O:2][C:3]1[C:4]([CH3:34])=[C:5]([C:25]([O:32][CH3:33])=[C:26]([O:30][CH3:31])[C:27]=1[O:28][CH3:29])[CH2:6][C:7]1[CH:8]=[CH:9][C:10]([C:48]2[CH:49]=[CH:50][C:45]([O:44][CH3:43])=[CH:46][CH:47]=2)=[C:11]([CH:16]=1)[C:12]([O:14][CH3:15])=[O:13]. (2) The product is: [CH:25]([NH:7][C:8]1[C:9]2[N:10]([C:14]([C:17]3[CH:22]=[CH:21][N:20]=[C:19]([N:29]4[CH2:34][CH2:33][O:32][CH2:31][CH2:30]4)[N:18]=3)=[CH:15][N:16]=2)[CH:11]=[CH:12][N:13]=1)([CH3:26])[CH3:27]. Given the reactants C(OC(=O)[N:7]([CH:25]([CH3:27])[CH3:26])[C:8]1[C:9]2[N:10]([C:14]([C:17]3[CH:22]=[CH:21][N:20]=[C:19](SC)[N:18]=3)=[CH:15][N:16]=2)[CH:11]=[CH:12][N:13]=1)(C)(C)C.[NH:29]1[CH2:34][CH2:33][O:32][CH2:31][CH2:30]1, predict the reaction product. (3) Given the reactants C(Cl)(=O)C(Cl)=O.[C:7]([OH:13])(=O)[CH2:8][CH2:9][CH:10]=[CH2:11].C(Cl)(=O)CCC=C.[CH3:21][NH:22][O:23][CH3:24].C(=O)([O-])[O-].[K+].[K+].Cl.CNOC, predict the reaction product. The product is: [CH3:24][O:23][N:22]([CH3:21])[C:7](=[O:13])[CH2:8][CH2:9][CH:10]=[CH2:11]. (4) The product is: [CH3:22][C@@H:23]1[CH2:27][CH2:26][CH2:25][N:24]1[CH2:2][CH2:3][CH2:4][O:5][C:6]1[CH:11]=[CH:10][C:9]([B:12]2[O:16][C:15]([CH3:18])([CH3:17])[C:14]([CH3:20])([CH3:19])[O:13]2)=[CH:8][CH:7]=1. Given the reactants Br[CH2:2][CH2:3][CH2:4][O:5][C:6]1[CH:11]=[CH:10][C:9]([B:12]2[O:16][C:15]([CH3:18])([CH3:17])[C:14]([CH3:20])([CH3:19])[O:13]2)=[CH:8][CH:7]=1.Cl.[CH3:22][C@@H:23]1[CH2:27][CH2:26][CH2:25][NH:24]1.C([O-])([O-])=O.[K+].[K+], predict the reaction product. (5) Given the reactants [C:1](#[N:6])[C:2]([CH3:5])([CH3:4])[CH3:3].[CH2:7]([OH:9])[CH3:8], predict the reaction product. The product is: [C:1](=[NH:6])([O:9][CH2:7][CH3:8])[C:2]([CH3:5])([CH3:4])[CH3:3]. (6) Given the reactants [C:1]1([S:7]([C:10]2[CH:15]=[CH:14][C:13]([F:16])=[C:12]([CH:17]=[CH:18]OC)[CH:11]=2)(=[O:9])=[O:8])[CH:6]=[CH:5][CH:4]=[CH:3][CH:2]=1.ClCCCl.[NH2:25][C:26]1([CH3:39])[CH2:31][CH2:30][N:29]([C:32]([O:34][C:35]([CH3:38])([CH3:37])[CH3:36])=[O:33])[CH2:28][CH2:27]1.C(O[BH-](OC(=O)C)OC(=O)C)(=O)C.[Na+], predict the reaction product. The product is: [F:16][C:13]1[CH:14]=[CH:15][C:10]([S:7]([C:1]2[CH:2]=[CH:3][CH:4]=[CH:5][CH:6]=2)(=[O:8])=[O:9])=[CH:11][C:12]=1[CH2:17][CH2:18][NH:25][C:26]1([CH3:39])[CH2:27][CH2:28][N:29]([C:32]([O:34][C:35]([CH3:38])([CH3:37])[CH3:36])=[O:33])[CH2:30][CH2:31]1. (7) Given the reactants [CH3:1][C:2]1[N:7]=[C:6]([C:8]([OH:10])=[O:9])[CH:5]=[CH:4][CH:3]=1.CO.[CH2:13](Cl)CCl, predict the reaction product. The product is: [CH3:13][O:9][C:8]([C:6]1[CH:5]=[CH:4][CH:3]=[C:2]([CH3:1])[N:7]=1)=[O:10]. (8) Given the reactants Br[C:2]1[CH:3]=[C:4]([C:26]([F:29])([F:28])[F:27])[C:5]2[N:6]([C:8]([Cl:25])=[C:9]([C:11]([N:13]3[CH2:18][CH2:17][CH:16]([N:19]4[CH2:23][CH2:22][O:21][C:20]4=[O:24])[CH2:15][CH2:14]3)=[O:12])[N:10]=2)[CH:7]=1.[CH3:30][CH2:31]N(C(C)C)C(C)C, predict the reaction product. The product is: [Cl:25][C:8]1[N:6]2[CH:7]=[C:2]([CH:30]=[CH2:31])[CH:3]=[C:4]([C:26]([F:29])([F:28])[F:27])[C:5]2=[N:10][C:9]=1[C:11]([N:13]1[CH2:18][CH2:17][CH:16]([N:19]2[CH2:23][CH2:22][O:21][C:20]2=[O:24])[CH2:15][CH2:14]1)=[O:12]. (9) Given the reactants [C:1]([O:5][C:6]([N:8]1[CH2:13][CH2:12][C:11]([C:16]2[CH:21]=[CH:20][C:19](Br)=[CH:18][CH:17]=2)([C:14]#[N:15])[CH2:10][CH2:9]1)=[O:7])([CH3:4])([CH3:3])[CH3:2].CCN(C(C)C)C(C)C.CS(C)=O, predict the reaction product. The product is: [C:1]([O:5][C:6]([N:8]1[CH2:13][CH2:12][C:11]([C:14]#[N:15])([C:16]2[CH:21]=[CH:20][C:19]([C:6]([O:5][CH3:1])=[O:7])=[CH:18][CH:17]=2)[CH2:10][CH2:9]1)=[O:7])([CH3:4])([CH3:3])[CH3:2]. (10) Given the reactants [Si]([O:8][CH2:9][C:10]1([CH3:34])[S:16][CH2:15][CH2:14][N:13]2[C:17]([C:20]3([C:23]4[CH:28]=[CH:27][C:26]([C:29]5[CH:30]=[N:31][O:32][CH:33]=5)=[CH:25][CH:24]=4)[CH2:22][CH2:21]3)=[N:18][N:19]=[C:12]2[CH2:11]1)(C(C)(C)C)(C)C.Cl, predict the reaction product. The product is: [O:32]1[CH:33]=[C:29]([C:26]2[CH:27]=[CH:28][C:23]([C:20]3([C:17]4[N:13]5[CH2:14][CH2:15][S:16][C:10]([CH2:9][OH:8])([CH3:34])[CH2:11][C:12]5=[N:19][N:18]=4)[CH2:22][CH2:21]3)=[CH:24][CH:25]=2)[CH:30]=[N:31]1.